From a dataset of Full USPTO retrosynthesis dataset with 1.9M reactions from patents (1976-2016). Predict the reactants needed to synthesize the given product. (1) Given the product [CH:1]1([C@H:5]([NH:7][C:8]2[N:16]=[C:15]([C:17]([O:19][CH3:20])=[O:18])[N:14]=[C:13]3[C:9]=2[N:10]([CH2:33][C:34]2[CH:39]=[CH:38][C:37]([C:40]([F:41])([F:42])[F:43])=[CH:36][CH:35]=2)[C:11]([CH:21]2[CH2:26][CH2:25][CH2:24][CH2:23][CH:22]2[C:27]2[CH:32]=[CH:31][CH:30]=[CH:29][CH:28]=2)=[N:12]3)[CH3:6])[CH2:4][CH2:3][CH2:2]1, predict the reactants needed to synthesize it. The reactants are: [CH:1]1([C@H:5]([NH:7][C:8]2[N:16]=[C:15]([C:17]([O:19][CH3:20])=[O:18])[N:14]=[C:13]3[C:9]=2[N:10]([CH2:33][C:34]2[CH:39]=[CH:38][C:37]([C:40]([F:43])([F:42])[F:41])=[CH:36][CH:35]=2)[C:11]([C:21]2[CH2:26][CH2:25][CH2:24][CH2:23][C:22]=2[C:27]2[CH:32]=[CH:31][CH:30]=[CH:29][CH:28]=2)=[N:12]3)[CH3:6])[CH2:4][CH2:3][CH2:2]1. (2) Given the product [F:7][CH:8]([F:19])[C:9]1[N:14]2[CH:15]=[CH:16][N:17]=[CH:18][C:13]2=[N:12][N:11]=1, predict the reactants needed to synthesize it. The reactants are: FC(F)C(O)=O.[F:7][CH:8]([F:19])[C:9]([NH:11][NH:12][C:13]1[CH:18]=[N:17][CH:16]=[CH:15][N:14]=1)=O.N. (3) Given the product [N:10]1[CH:9]=[C:8]([C:6]2[C:5]([CH3:17])=[CH:4][N:3]=[C:2]([NH:18][C:19]3[CH:24]=[CH:23][C:22]([N:25]4[CH2:30][CH2:29][N:28]([CH2:31][CH2:32][OH:33])[C@H:27]([CH3:34])[CH2:26]4)=[CH:21][C:20]=3[O:35][CH3:36])[N:7]=2)[N:12]2[CH:13]=[CH:14][CH:15]=[CH:16][C:11]=12, predict the reactants needed to synthesize it. The reactants are: Cl[C:2]1[N:7]=[C:6]([C:8]2[N:12]3[CH:13]=[CH:14][CH:15]=[CH:16][C:11]3=[N:10][CH:9]=2)[C:5]([CH3:17])=[CH:4][N:3]=1.[NH2:18][C:19]1[CH:24]=[CH:23][C:22]([N:25]2[CH2:30][CH2:29][N:28]([CH2:31][CH2:32][OH:33])[C@H:27]([CH3:34])[CH2:26]2)=[CH:21][C:20]=1[O:35][CH3:36].CC1C=CC(S(O)(=O)=O)=CC=1. (4) The reactants are: [C:1]([OH:6])(=[O:5])[C:2]([OH:4])=[O:3].[CH:7]([O:10][CH2:11][C:12]1[CH:29]=[CH:28][C:15]([CH2:16][C:17]2[CH:22]=[CH:21][C:20]([C:23]3[NH:24][CH2:25][CH2:26][N:27]=3)=[CH:19][CH:18]=2)=[CH:14][CH:13]=1)([CH3:9])[CH3:8]. Given the product [C:1]([OH:6])(=[O:5])[C:2]([OH:4])=[O:3].[CH:7]([O:10][CH2:11][C:12]1[CH:29]=[CH:28][C:15]([CH2:16][C:17]2[CH:22]=[CH:21][C:20]([C:23]3[NH:27][CH2:26][CH2:25][N:24]=3)=[CH:19][CH:18]=2)=[CH:14][CH:13]=1)([CH3:9])[CH3:8], predict the reactants needed to synthesize it. (5) Given the product [C:12]([O:15][CH2:2][CH2:3][CH2:4][Si:5]([CH:10]=[CH2:11])([CH:8]=[CH2:9])[CH:6]=[CH2:7])(=[O:14])[CH3:13], predict the reactants needed to synthesize it. The reactants are: Cl[CH2:2][CH2:3][CH2:4][Si:5]([CH:10]=[CH2:11])([CH:8]=[CH2:9])[CH:6]=[CH2:7].[C:12]([O-:15])(=[O:14])[CH3:13].[Na+]. (6) Given the product [C:1]([O:5][C:6]([N:8]1[CH2:11][CH2:10][C@H:9]1[CH2:12][O:13][C:14]1[CH:15]=[C:16]([CH2:20][CH2:21][C:22]2[CH:23]=[C:24]([CH2:28][N:30]=[N+:31]=[N-:32])[CH:25]=[CH:26][CH:27]=2)[CH:17]=[N:18][CH:19]=1)=[O:7])([CH3:4])([CH3:3])[CH3:2], predict the reactants needed to synthesize it. The reactants are: [C:1]([O:5][C:6]([N:8]1[CH2:11][CH2:10][C@H:9]1[CH2:12][O:13][C:14]1[CH:15]=[C:16]([CH2:20][CH2:21][C:22]2[CH:23]=[C:24]([CH2:28]Cl)[CH:25]=[CH:26][CH:27]=2)[CH:17]=[N:18][CH:19]=1)=[O:7])([CH3:4])([CH3:3])[CH3:2].[N-:30]=[N+:31]=[N-:32].[Na+].